The task is: Predict the product of the given reaction.. This data is from Forward reaction prediction with 1.9M reactions from USPTO patents (1976-2016). The product is: [C:2]([O:4][C:5]1[C:10](=[CH:9][CH:8]=[CH:7][CH:6]=1)[C:11]([O-:13])=[O:12])(=[O:3])[CH3:1].[K+:35]. Given the reactants [CH3:1][C:2]([O:4][C:5]1[CH:6]=[CH:7][CH:8]=[CH:9][C:10]=1[C:11]([OH:13])=[O:12])=[O:3].C(=O)(O)[O-].C(O)(=O)CC(CC(O)=O)(C(O)=O)O.C(=O)(O)[O-].[K+:35], predict the reaction product.